Predict the product of the given reaction. From a dataset of Forward reaction prediction with 1.9M reactions from USPTO patents (1976-2016). Given the reactants CC1(C)C(C)(C)OB([C:9]2[CH:10]=[N:11][N:12]([C:14]3[CH:15]=[N:16][CH:17]=[CH:18][CH:19]=3)[CH:13]=2)O1.Br[C:22]1[N:27]=[C:26]([NH2:28])[CH:25]=[CH:24][CH:23]=1, predict the reaction product. The product is: [N:16]1[CH:17]=[CH:18][CH:19]=[C:14]([N:12]2[CH:13]=[C:9]([C:22]3[N:27]=[C:26]([NH2:28])[CH:25]=[CH:24][CH:23]=3)[CH:10]=[N:11]2)[CH:15]=1.